Dataset: Forward reaction prediction with 1.9M reactions from USPTO patents (1976-2016). Task: Predict the product of the given reaction. (1) Given the reactants [Cl:1][C:2]1[C:7]([C:8]2[CH:13]=[C:12]([S:14]([CH2:17][CH3:18])(=[O:16])=[O:15])[CH:11]=[CH:10][C:9]=2F)=[CH:6][N:5]([CH3:20])[C:4](=[O:21])[CH:3]=1.[I:22][C:23]1[CH:28]=[CH:27][CH:26]=[CH:25][C:24]=1[OH:29].C(=O)([O-])[O-].[Cs+].[Cs+], predict the reaction product. The product is: [Cl:1][C:2]1[C:7]([C:8]2[CH:13]=[C:12]([S:14]([CH2:17][CH3:18])(=[O:16])=[O:15])[CH:11]=[CH:10][C:9]=2[O:29][C:24]2[CH:25]=[CH:26][CH:27]=[CH:28][C:23]=2[I:22])=[CH:6][N:5]([CH3:20])[C:4](=[O:21])[CH:3]=1. (2) Given the reactants [CH2:1]([NH2:8])[C:2]1[CH:7]=[CH:6][CH:5]=[CH:4][CH:3]=1.CS(O[CH2:14][CH2:15][CH:16]1[CH2:21][CH2:20][N:19]([C:22]([O:24][C:25]([CH3:28])([CH3:27])[CH3:26])=[O:23])[CH2:18][CH2:17]1)(=O)=O.C(N(CC)CC)C, predict the reaction product. The product is: [CH2:1]([NH:8][CH2:14][CH2:15][CH:16]1[CH2:17][CH2:18][N:19]([C:22]([O:24][C:25]([CH3:26])([CH3:28])[CH3:27])=[O:23])[CH2:20][CH2:21]1)[C:2]1[CH:7]=[CH:6][CH:5]=[CH:4][CH:3]=1.